From a dataset of Catalyst prediction with 721,799 reactions and 888 catalyst types from USPTO. Predict which catalyst facilitates the given reaction. (1) Reactant: C([SiH](CC)CC)C.[CH2:8]([O:10][C:11](=[O:41])[C:12]([NH:37][C:38](=[O:40])[CH3:39])([CH:18]1[CH2:27][CH2:26][C:25]2[C:20](=[CH:21][CH:22]=[C:23]([CH2:28][CH2:29][CH2:30][CH2:31][CH2:32][CH2:33][CH2:34][CH3:35])[CH:24]=2)[C:19]1=O)[C:13]([O:15][CH2:16][CH3:17])=[O:14])[CH3:9]. Product: [CH2:8]([O:10][C:11](=[O:41])[C:12]([NH:37][C:38](=[O:40])[CH3:39])([CH:18]1[CH2:27][CH2:26][C:25]2[C:20](=[CH:21][CH:22]=[C:23]([CH2:28][CH2:29][CH2:30][CH2:31][CH2:32][CH2:33][CH2:34][CH3:35])[CH:24]=2)[CH2:19]1)[C:13]([O:15][CH2:16][CH3:17])=[O:14])[CH3:9]. The catalyst class is: 388. (2) Reactant: [OH:1][C@@H:2]1[CH2:6][CH2:5][N:4]([C:7]([O:9][C:10]([CH3:13])([CH3:12])[CH3:11])=[O:8])[CH2:3]1.[H-].[Na+].[CH3:16]I. Product: [CH3:16][O:1][C@@H:2]1[CH2:6][CH2:5][N:4]([C:7]([O:9][C:10]([CH3:13])([CH3:12])[CH3:11])=[O:8])[CH2:3]1. The catalyst class is: 30. (3) Reactant: [CH:1]1([CH2:4][O:5][C@H:6]2[CH2:11][CH2:10][C@H:9]([N:12]3C(=O)C4C(=CC=CC=4)C3=O)[CH2:8][CH2:7]2)[CH2:3][CH2:2]1.O.NN.CCOCC. Product: [CH:1]1([CH2:4][O:5][C@H:6]2[CH2:11][CH2:10][C@H:9]([NH2:12])[CH2:8][CH2:7]2)[CH2:2][CH2:3]1. The catalyst class is: 14. (4) Product: [Cl:1][C:2]1[CH:3]=[C:4]([C:21]2[CH:22]=[N:23][N:24]([CH2:26][C:27]3[CH:32]=[CH:31][CH:30]=[CH:29][N:28]=3)[CH:25]=2)[CH:5]=[C:6]2[C:10]=1[C:9](=[O:11])[N:8]([CH2:12][CH2:13][CH2:14][C:15]1[CH:16]=[CH:17][CH:18]=[CH:19][CH:20]=1)[CH2:7]2. The catalyst class is: 50. Reactant: [Cl:1][C:2]1[CH:3]=[C:4]([C:21]2[CH:22]=[N:23][N:24]([CH2:26][C:27]3[CH:32]=[CH:31][CH:30]=[CH:29][N:28]=3)[CH:25]=2)[CH:5]=[C:6]2[C:10]=1[C:9](=[O:11])[N:8]([CH2:12][C:13]#[C:14][C:15]1[CH:20]=[CH:19][CH:18]=[CH:17][CH:16]=1)[CH2:7]2. (5) Reactant: [NH2:1][C:2]1[CH:3]=[N:4][C:5]([C:8]([F:11])([F:10])[F:9])=[CH:6][CH:7]=1.N1(C(N2C=CN=C2)=S)C=CN=[CH:13]1.[Cl:24][C:25]1[CH:30]=[CH:29][CH:28]=[C:27]([Cl:31])[C:26]=1[C:32]1[NH:33][C:34]2[CH:40]=[C:39]([C:41]([NH:43][NH2:44])=[O:42])[CH:38]=[CH:37][C:35]=2[N:36]=1.CCN=C=NCCCN(C)C. Product: [Cl:24][C:25]1[CH:30]=[CH:29][CH:28]=[C:27]([Cl:31])[C:26]=1[C:32]1[NH:33][C:34]2[CH:40]=[C:39]([C:41]3[O:42][C:13]([NH:1][C:2]4[CH:3]=[N:4][C:5]([C:8]([F:11])([F:9])[F:10])=[CH:6][CH:7]=4)=[N:44][N:43]=3)[CH:38]=[CH:37][C:35]=2[N:36]=1. The catalyst class is: 31.